The task is: Predict the reactants needed to synthesize the given product.. This data is from Full USPTO retrosynthesis dataset with 1.9M reactions from patents (1976-2016). (1) Given the product [CH3:29][C:27]1([C:26]([O:31][CH3:32])=[O:30])[O:1][CH2:2][CH:3]([CH2:4][C:5]2[CH:23]=[CH:22][CH:21]=[C:7]([CH2:8][C:9]3[N:10]=[C:11]([C:15]4[CH:20]=[CH:19][CH:18]=[CH:17][CH:16]=4)[O:12][C:13]=3[CH3:14])[CH:6]=2)[CH2:24][O:25]1, predict the reactants needed to synthesize it. The reactants are: [OH:1][CH2:2][CH:3]([CH2:24][OH:25])[CH2:4][C:5]1[CH:6]=[C:7]([CH:21]=[CH:22][CH:23]=1)[CH2:8][C:9]1[N:10]=[C:11]([C:15]2[CH:20]=[CH:19][CH:18]=[CH:17][CH:16]=2)[O:12][C:13]=1[CH3:14].[C:26]([O:31][CH3:32])(=[O:30])[C:27]([CH3:29])=O.B(F)(F)F.CCOCC.C(=O)([O-])O.[Na+]. (2) Given the product [CH2:1]([O:3][C:4](=[O:19])[CH2:5][CH2:6][C:7]1[CH:12]=[CH:11][C:10]([C@H:13]2[CH2:17][CH2:16][C@@H:15]([O:18][S:28]([CH3:27])(=[O:30])=[O:29])[CH2:14]2)=[CH:9][CH:8]=1)[CH3:2], predict the reactants needed to synthesize it. The reactants are: [CH2:1]([O:3][C:4](=[O:19])[CH2:5][CH2:6][C:7]1[CH:12]=[CH:11][C:10]([CH:13]2[CH2:17][CH2:16][CH:15]([OH:18])[CH2:14]2)=[CH:9][CH:8]=1)[CH3:2].CCN(CC)CC.[CH3:27][S:28](Cl)(=[O:30])=[O:29]. (3) The reactants are: [CH3:1][O:2][C:3]([C:5]1[S:6][C:7]([C:10](=[O:21])[NH:11][C@@H:12]([C:14]2[CH:19]=[CH:18][C:17](Br)=[CH:16][CH:15]=2)[CH3:13])=[CH:8][CH:9]=1)=[O:4].[S:22]1[CH:26]=[CH:25][CH:24]=[C:23]1B(O)O.C([O-])([O-])=O.[Cs+].[Cs+]. Given the product [CH3:1][O:2][C:3]([C:5]1[S:6][C:7]([C:10](=[O:21])[NH:11][C@@H:12]([C:14]2[CH:19]=[CH:18][C:17]([C:23]3[S:22][CH:26]=[CH:25][CH:24]=3)=[CH:16][CH:15]=2)[CH3:13])=[CH:8][CH:9]=1)=[O:4], predict the reactants needed to synthesize it. (4) Given the product [CH3:18][N:19]([CH3:20])[C:21]1[CH:12]=[CH:13][C:7]([Br:6])=[C:8]([N+:15]([O-:17])=[O:16])[C:9]=1[CH3:10], predict the reactants needed to synthesize it. The reactants are: C=O.C(O)=O.[Br:6][C:7]1[CH:13]=[CH:12][C:10](N)=[C:9](C)[C:8]=1[N+:15]([O-:17])=[O:16].[CH3:18][N:19]([CH:21]=O)[CH3:20]. (5) Given the product [S:10]1[C:6]2[CH:5]=[CH:4][C:3]([C:14]([CH:17]3[CH2:19][CH2:18]3)([OH:16])[CH3:15])=[CH:11][C:7]=2[CH:8]=[CH:9]1, predict the reactants needed to synthesize it. The reactants are: [Mg].Br[C:3]1[CH:4]=[CH:5][C:6]2[S:10][CH:9]=[CH:8][C:7]=2[CH:11]=1.II.[C:14]([CH:17]1[CH2:19][CH2:18]1)(=[O:16])[CH3:15]. (6) Given the product [ClH:33].[CH3:1][O:2][C:3]1[CH:8]=[CH:7][CH:6]=[CH:5][C:4]=1[N:9]1[CH2:10][CH2:11][N:12]([CH2:15][CH2:16][CH2:17][C:18]([O:20][CH2:21][C:22]2[CH:31]=[C:30]3[C:25]([CH2:26][CH2:27][C:28](=[O:32])[NH:29]3)=[CH:24][CH:23]=2)=[O:19])[CH2:13][CH2:14]1, predict the reactants needed to synthesize it. The reactants are: [CH3:1][O:2][C:3]1[CH:8]=[CH:7][CH:6]=[CH:5][C:4]=1[N:9]1[CH2:14][CH2:13][N:12]([CH2:15][CH2:16][CH2:17][C:18]([O:20][CH2:21][C:22]2[CH:31]=[C:30]3[C:25]([CH2:26][CH2:27][C:28](=[O:32])[NH:29]3)=[CH:24][CH:23]=2)=[O:19])[CH2:11][CH2:10]1.[ClH:33].